From a dataset of Reaction yield outcomes from USPTO patents with 853,638 reactions. Predict the reaction yield, written as a fraction of the theoretical maximum amount of product (1.0 means a 100% yield; for example, 0.34 means a 34% yield). (1) The reactants are ClC1C=CC(N[N:9]=[C:10]2[CH2:15][CH2:14][CH2:13][CH2:12][C:11]2=[O:16])=CC=1.[ClH:17]. The catalyst is C(O)(=O)C. The product is [Cl:17][C:10]1[CH:11]=[C:12]2[C:13](=[CH:14][CH:15]=1)[NH:9][C:10]1[C:11](=[O:16])[CH2:12][CH2:13][CH2:14][C:15]2=1. The yield is 0.880. (2) The reactants are Br[C:2]1[S:6][C:5]([NH:7][C:8]([NH:10][C:11]2[C:16]([Cl:17])=[CH:15][CH:14]=[CH:13][C:12]=2[Cl:18])=[O:9])=[C:4]([C:19]([O:21][C:22]([CH3:25])([CH3:24])[CH3:23])=[O:20])[CH:3]=1.[CH3:26][N:27]1[CH:31]=[C:30](B2OC(C)(C)C(C)(C)O2)[CH:29]=[N:28]1.C([O-])([O-])=O.[Na+].[Na+]. The catalyst is COCCOC. The product is [Cl:18][C:12]1[CH:13]=[CH:14][CH:15]=[C:16]([Cl:17])[C:11]=1[NH:10][C:8]([NH:7][C:5]1[S:6][C:2]([C:30]2[CH:29]=[N:28][N:27]([CH3:26])[CH:31]=2)=[CH:3][C:4]=1[C:19]([O:21][C:22]([CH3:25])([CH3:24])[CH3:23])=[O:20])=[O:9]. The yield is 0.560. (3) The reactants are Cl.C(N=C=NCCCN(C)C)C.Cl.[F:14][C:15]1[CH:20]=[CH:19][C:18]([S:21][CH:22]2[CH2:27][CH2:26][NH:25][CH2:24][CH2:23]2)=[CH:17][CH:16]=1.[C:28]([O:32][C:33]([NH:35][C@H:36]([C:40](O)=[O:41])[CH:37]([CH3:39])[CH3:38])=[O:34])([CH3:31])([CH3:30])[CH3:29].O.ON1C2C=CC=CC=2N=N1.CN1CCOCC1. The catalyst is O.C(Cl)Cl. The product is [C:28]([O:32][C:33](=[O:34])[NH:35][C@H:36]([C:40]([N:25]1[CH2:26][CH2:27][CH:22]([S:21][C:18]2[CH:17]=[CH:16][C:15]([F:14])=[CH:20][CH:19]=2)[CH2:23][CH2:24]1)=[O:41])[CH:37]([CH3:38])[CH3:39])([CH3:29])([CH3:31])[CH3:30]. The yield is 0.970. (4) The reactants are [N:1]1([CH2:7][CH2:8][N:9]2[CH2:14][CH2:13][S:12][C:11]3[CH:15]=[C:16]([NH:19][C:20]([C:22]4[S:23][CH:24]=[CH:25][CH:26]=4)=[NH:21])[CH:17]=[CH:18][C:10]2=3)[CH2:6][CH2:5][CH2:4][CH2:3][CH2:2]1.[ClH:27]. The catalyst is CO. The product is [ClH:27].[ClH:27].[N:1]1([CH2:7][CH2:8][N:9]2[CH2:14][CH2:13][S:12][C:11]3[CH:15]=[C:16]([NH:19][C:20]([C:22]4[S:23][CH:24]=[CH:25][CH:26]=4)=[NH:21])[CH:17]=[CH:18][C:10]2=3)[CH2:6][CH2:5][CH2:4][CH2:3][CH2:2]1. The yield is 0.990. (5) The reactants are [Cl:1][C:2]1[CH:3]=[N:4][C:5]2[C:10]([CH:11]=1)=[CH:9][C:8]([CH2:12]Cl)=[CH:7][C:6]=2[C:14]#[N:15].C[Sn](C)(C)[C:18]1[CH:19]=[C:20]([CH:25]=[CH:26][N:27]=1)[C:21]([O:23][CH3:24])=[O:22]. The catalyst is O1CCOCC1.Cl[Pd](Cl)([P](C1C=CC=CC=1)(C1C=CC=CC=1)C1C=CC=CC=1)[P](C1C=CC=CC=1)(C1C=CC=CC=1)C1C=CC=CC=1. The product is [Cl:1][C:2]1[CH:3]=[N:4][C:5]2[C:10]([CH:11]=1)=[CH:9][C:8]([CH2:12][C:18]1[CH:19]=[C:20]([CH:25]=[CH:26][N:27]=1)[C:21]([O:23][CH3:24])=[O:22])=[CH:7][C:6]=2[C:14]#[N:15]. The yield is 0.490. (6) The reactants are [CH2:1]1[C@@H:6]2[CH2:7][CH2:8][CH2:9][N:5]2[CH2:4][C@@H:3]([CH2:10][OH:11])[O:2]1.C(N(CC)CC)C.[CH3:19][S:20](Cl)(=[O:22])=[O:21]. The catalyst is ClCCl. The product is [CH3:19][S:20]([O:11][CH2:10][C@H:3]1[O:2][CH2:1][C@@H:6]2[CH2:7][CH2:8][CH2:9][N:5]2[CH2:4]1)(=[O:22])=[O:21]. The yield is 0.800. (7) The reactants are CC(OI1(OC(C)=O)(OC(C)=O)OC(=O)C2C=CC=CC1=2)=O.[Br:23][C:24]1[CH:25]=[CH:26][C:27]2[N:28]([CH2:38][CH:39]([OH:48])[CH2:40][O:41][C:42]3[CH:47]=[CH:46][CH:45]=[CH:44][CH:43]=3)[C:29]3[C:34]([C:35]=2[CH:36]=1)=[CH:33][C:32]([Br:37])=[CH:31][CH:30]=3. The catalyst is ClCCl.CCOC(C)=O. The product is [Br:23][C:24]1[CH:25]=[CH:26][C:27]2[N:28]([CH2:38][C:39](=[O:48])[CH2:40][O:41][C:42]3[CH:43]=[CH:44][CH:45]=[CH:46][CH:47]=3)[C:29]3[C:34]([C:35]=2[CH:36]=1)=[CH:33][C:32]([Br:37])=[CH:31][CH:30]=3. The yield is 0.740. (8) The catalyst is O1CCCC1. The product is [NH2:10][C:5]1[CH:4]=[CH:3][C:2]([F:1])=[CH:13][C:6]=1[C:7]([NH:15][CH3:14])=[O:8]. The reactants are [F:1][C:2]1[CH:3]=[CH:4][C:5]2[NH:10]C(=O)[O:8][C:7](=O)[C:6]=2[CH:13]=1.[CH3:14][NH2:15]. The yield is 0.650. (9) The reactants are C1(P(C2C=CC=CC=2)C2C=CC=CC=2)C=CC=CC=1.O1CCCC1.[I:25]N1C(=O)CCC1=O.[CH2:33]([Sn:37]([CH2:46]O)([CH2:42][CH2:43][CH2:44][CH3:45])[CH2:38][CH2:39][CH2:40][CH3:41])[CH2:34][CH2:35][CH3:36]. The catalyst is O.C(OCC)C. The product is [CH2:33]([Sn:37]([CH2:42][CH2:43][CH2:44][CH3:45])([CH2:38][CH2:39][CH2:40][CH3:41])[CH2:46][I:25])[CH2:34][CH2:35][CH3:36]. The yield is 0.940. (10) The catalyst is CN(C)C=O. The product is [F:1][C:2]1[CH:7]=[C:6]([F:8])[CH:5]=[CH:4][C:3]=1[O:9][C:13]1[CH:18]=[CH:17][C:16]([S:19]([NH2:22])(=[O:21])=[O:20])=[CH:15][C:14]=1[N+:23]([O-:25])=[O:24]. The reactants are [F:1][C:2]1[CH:7]=[C:6]([F:8])[CH:5]=[CH:4][C:3]=1[OH:9].[H-].[Na+].F[C:13]1[CH:18]=[CH:17][C:16]([S:19]([NH2:22])(=[O:21])=[O:20])=[CH:15][C:14]=1[N+:23]([O-:25])=[O:24].C(OCC)(=O)C. The yield is 0.950.